Dataset: Full USPTO retrosynthesis dataset with 1.9M reactions from patents (1976-2016). Task: Predict the reactants needed to synthesize the given product. (1) Given the product [CH3:33][O:1][C:2]1[C:7]2[CH:8]=[CH:9][CH:10]=[CH:11][C:6]=2[O:5][C:4](=[O:12])[C:3]=1[C:13](=[O:26])[CH:14]=[CH:15][C:16]1[CH:21]=[CH:20][CH:19]=[C:18]([O:22][CH2:23][C:24]#[N:25])[CH:17]=1, predict the reactants needed to synthesize it. The reactants are: [OH:1][C:2]1[C:7]2[CH:8]=[CH:9][CH:10]=[CH:11][C:6]=2[O:5][C:4](=[O:12])[C:3]=1[C:13](=[O:26])[CH:14]=[CH:15][C:16]1[CH:21]=[CH:20][CH:19]=[C:18]([O:22][CH2:23][C:24]#[N:25])[CH:17]=1.[H-].[Na+].S(OC)(O[CH3:33])(=O)=O. (2) Given the product [CH3:38][S:39]([OH:42])(=[O:41])=[O:40].[CH3:1][N:2]1[CH2:7][CH2:6][N:5]([CH2:8][C:9]2[CH:10]=[CH:11][C:12]([C:13]([NH:15][C:16]3[CH:17]=[N:18][C:19]([CH3:35])=[C:20]([NH:22][C:23]4[N:28]=[C:27]([C:29]5[CH:30]=[N:31][CH:32]=[CH:33][CH:34]=5)[CH:26]=[CH:25][N:24]=4)[CH:21]=3)=[O:14])=[CH:36][CH:37]=2)[CH2:4][CH2:3]1, predict the reactants needed to synthesize it. The reactants are: [CH3:1][N:2]1[CH2:7][CH2:6][N:5]([CH2:8][C:9]2[CH:37]=[CH:36][C:12]([C:13]([NH:15][C:16]3[CH:17]=[N:18][C:19]([CH3:35])=[C:20]([NH:22][C:23]4[N:28]=[C:27]([C:29]5[CH:30]=[N:31][CH:32]=[CH:33][CH:34]=5)[CH:26]=[CH:25][N:24]=4)[CH:21]=3)=[O:14])=[CH:11][CH:10]=2)[CH2:4][CH2:3]1.[CH3:38][S:39]([OH:42])(=[O:41])=[O:40].